From a dataset of Reaction yield outcomes from USPTO patents with 853,638 reactions. Predict the reaction yield, written as a fraction of the theoretical maximum amount of product (1.0 means a 100% yield; for example, 0.34 means a 34% yield). (1) The reactants are Cl[C:2]1[N:7]=[C:6]([C:8]2[CH:13]=[CH:12][CH:11]=[CH:10][C:9]=2[F:14])[N:5]=[C:4]2[N:15]([CH3:19])[N:16]=[C:17]([CH3:18])[C:3]=12.[NH2:20][C:21]1[CH:26]=[CH:25][N:24]=[CH:23][CH:22]=1. The catalyst is C(O)(C)C.Cl.O1CCOCC1. The product is [F:14][C:9]1[CH:10]=[CH:11][CH:12]=[CH:13][C:8]=1[C:6]1[N:5]=[C:4]2[N:15]([CH3:19])[N:16]=[C:17]([CH3:18])[C:3]2=[C:2]([NH:20][C:21]2[CH:26]=[CH:25][N:24]=[CH:23][CH:22]=2)[N:7]=1. The yield is 0.810. (2) The product is [N:31]1[CH:32]=[CH:33][CH:34]=[C:29]([C:21]2[S:22][C:23]3=[CH:24][N:25]=[CH:26][CH:27]=[C:28]3[C:20]=2[NH:19][C:15]2[CH:14]=[C:13]3[C:18](=[CH:17][CH:16]=2)[C:10](=[N:9][OH:8])[CH2:11][CH2:12]3)[CH:30]=1. The reactants are [Si]([O:8][N:9]=[C:10]1[C:18]2[C:13](=[CH:14][C:15]([NH:19][C:20]3[C:28]4[C:23](=[CH:24][N:25]=[CH:26][CH:27]=4)[S:22][C:21]=3[C:29]3[CH:30]=[N:31][CH:32]=[CH:33][CH:34]=3)=[CH:16][CH:17]=2)[CH2:12][CH2:11]1)(C(C)(C)C)(C)C.CCCC[N+](CCCC)(CCCC)CCCC.[F-]. No catalyst specified. The yield is 0.330. (3) The product is [F:28][C:26]([F:27])([F:29])[C:23]1[CH:24]=[CH:25][C:20]([N:17]2[CH2:16][CH2:15][N:14]([S:11]([C:9]3[CH:8]=[CH:7][C:6]([OH:30])=[C:5]([CH2:4][C:3]([OH:31])=[O:2])[CH:10]=3)(=[O:13])=[O:12])[CH2:19][CH2:18]2)=[N:21][CH:22]=1. The catalyst is C1COCC1.CO. The yield is 0.950. The reactants are C[O:2][C:3](=[O:31])[CH2:4][C:5]1[CH:10]=[C:9]([S:11]([N:14]2[CH2:19][CH2:18][N:17]([C:20]3[CH:25]=[CH:24][C:23]([C:26]([F:29])([F:28])[F:27])=[CH:22][N:21]=3)[CH2:16][CH2:15]2)(=[O:13])=[O:12])[CH:8]=[CH:7][C:6]=1[OH:30].[Li+].[OH-]. (4) The yield is 0.600. The product is [F:1][C:2]([F:7])([F:6])[C:3]([OH:5])=[O:4].[NH:27]1[CH:31]=[C:30]([CH:32]=[CH:33][CH2:34][CH2:35][CH2:36][C:37]([OH:39])=[O:38])[N:29]=[CH:28]1. The reactants are [F:1][C:2]([F:7])([F:6])[C:3]([OH:5])=[O:4].C([N:27]1[CH:31]=[C:30]([CH:32]=[CH:33][CH2:34][CH2:35][CH2:36][C:37]([OH:39])=[O:38])[N:29]=[CH:28]1)(C1C=CC=CC=1)(C1C=CC=CC=1)C1C=CC=CC=1. The catalyst is ClCCl. (5) The reactants are [F:1][CH:2]([F:6])[C:3](O)=[O:4].CN(C(ON1N=NC2C=CC=CC1=2)=[N+](C)C)C.F[P-](F)(F)(F)(F)F.CCN(C(C)C)C(C)C.[O:40]1[CH2:45][CH2:44][N:43]([C:46]2[N:51]=[C:50]([N:52]3[CH2:57][CH2:56][O:55][CH2:54][CH2:53]3)[N:49]=[C:48]([C:58]3[CH:64]=[CH:63][C:61]([NH2:62])=[CH:60][CH:59]=3)[N:47]=2)[CH2:42][CH2:41]1. The catalyst is CN(C=O)C. The product is [N:43]1([C:46]2[N:51]=[C:50]([N:52]3[CH2:57][CH2:56][O:55][CH2:54][CH2:53]3)[N:49]=[C:48]([C:58]3[CH:64]=[CH:63][C:61]([NH:62][C:3](=[O:4])[CH:2]([F:6])[F:1])=[CH:60][CH:59]=3)[N:47]=2)[CH2:42][CH2:41][O:40][CH2:45][CH2:44]1. The yield is 0.460.